From a dataset of Full USPTO retrosynthesis dataset with 1.9M reactions from patents (1976-2016). Predict the reactants needed to synthesize the given product. (1) The reactants are: [C:1]([C:4]1[C:8]2[CH2:9][CH2:10][CH2:11][CH2:12][C:7]=2[S:6][C:5]=1[NH:13][C:14](=[O:36])[CH2:15][N:16]1[C:20]2[CH2:21][N:22](C(OC(C)(C)C)=O)[CH2:23][CH2:24][C:19]=2[C:18]([C:32]([F:35])([F:34])[F:33])=[N:17]1)(=[O:3])[NH2:2].C(Cl)Cl. Given the product [F:34][C:32]([F:33])([F:35])[C:18]1[C:19]2[CH2:24][CH2:23][NH:22][CH2:21][C:20]=2[N:16]([CH2:15][C:14]([NH:13][C:5]2[S:6][C:7]3[CH2:12][CH2:11][CH2:10][CH2:9][C:8]=3[C:4]=2[C:1]([NH2:2])=[O:3])=[O:36])[N:17]=1, predict the reactants needed to synthesize it. (2) Given the product [NH2:1][C:2]1[C:3]([C:7](=[N:16][OH:17])[NH:8][C:9]2[CH:14]=[CH:13][CH:12]=[C:11]([C:20]#[C:19][CH2:18][OH:21])[CH:10]=2)=[N:4][O:5][N:6]=1, predict the reactants needed to synthesize it. The reactants are: [NH2:1][C:2]1[C:3]([C:7](=[N:16][OH:17])[NH:8][C:9]2[CH:14]=[CH:13][CH:12]=[C:11](I)[CH:10]=2)=[N:4][O:5][N:6]=1.[CH2:18]([OH:21])[C:19]#[CH:20].C(NCC)C. (3) The reactants are: [CH:1]1[C:10]2[C:5](=[CH:6][CH:7]=[CH:8][CH:9]=2)[CH:4]=[CH:3][C:2]=1[C:11](=O)[CH2:12][CH:13]([C:16]#[N:17])[C:14]#[N:15].C(O)(=O)C.[CH3:23][S-:24].[Na+]. Given the product [CH3:23][S:24][C:14]1[NH:15][C:11]([C:2]2[CH:3]=[CH:4][C:5]3[C:10](=[CH:9][CH:8]=[CH:7][CH:6]=3)[CH:1]=2)=[CH:12][C:13]=1[C:16]#[N:17], predict the reactants needed to synthesize it. (4) Given the product [Cl:19][C:15]1[C:16]([N:18]2[CH:57]=[CH:49][CH:50]=[N:38]2)=[CH:17][C:12]2[O:11][CH:10]([C:20]([N:22]3[CH2:27][CH2:26][C:25]([CH2:28][C:29]4[CH:34]=[CH:33][C:32]([F:35])=[CH:31][CH:30]=4)([C:36]#[N:37])[CH2:24][CH2:23]3)=[O:21])[CH2:9][NH:8][C:13]=2[CH:14]=1, predict the reactants needed to synthesize it. The reactants are: C(OC([N:8]1[C:13]2[CH:14]=[C:15]([Cl:19])[C:16]([NH2:18])=[CH:17][C:12]=2[O:11][CH:10]([C:20]([N:22]2[CH2:27][CH2:26][C:25]([C:36]#[N:37])([CH2:28][C:29]3[CH:34]=[CH:33][C:32]([F:35])=[CH:31][CH:30]=3)[CH2:24][CH2:23]2)=[O:21])[CH2:9]1)=O)(C)(C)C.[N:38]([O-])=O.[Na+].O.O.Cl[Sn]Cl.CO[CH:49]([CH3:57])[C:50](OC)(OC)OC. (5) Given the product [C:21]1([C:10]2[N:11]=[CH:12][N:13]=[C:8]([C:4]3[CH:3]=[CH:2][CH:7]=[CH:6][CH:5]=3)[N:9]=2)[CH:26]=[CH:25][CH:24]=[CH:23][CH:22]=1, predict the reactants needed to synthesize it. The reactants are: Br[C:2]1[CH:3]=[C:4]([C:8]2[N:13]=[C:12](C3C=CC=C(Br)C=3)[N:11]=[C:10]([C:21]3[CH:26]=[CH:25][CH:24]=[CH:23][CH:22]=3)[N:9]=2)[CH:5]=[CH:6][CH:7]=1.CC1(C)C2=CC3NC4C(C=3C=C2C2C1=CC=CC=2)=CC=CC=4.C(P(C(C)(C)C)C(C)(C)C)(C)(C)C.